From a dataset of Experimentally validated miRNA-target interactions with 360,000+ pairs, plus equal number of negative samples. Binary Classification. Given a miRNA mature sequence and a target amino acid sequence, predict their likelihood of interaction. (1) The miRNA is hsa-miR-3654 with sequence GACUGGACAAGCUGAGGAA. The protein sequence of the target gene is MAEGETESPRPKKCGPYISSVTSQSVNVVIRGVVLFFIGVFLALVLNLLQIQRNVTLFPPDVITSIFSSAWWVPPCCGTASAVIGLLYPCIDRHLGEPHKFKREWSSVMRCVAVFVGINHASAKVDFDNNFQFSLTLAALSVGLWWTFDRSRSGFGLGVGIAFLATVVTQLLVYNGVYQYTSPDFLYVRSWLPCIFFAGGITMGNIGRQLAMYECKVIAEKSHQE. Result: 0 (no interaction). (2) The miRNA is hsa-miR-1292-3p with sequence UCGCGCCCCGGCUCCCGUUC. The protein sequence of the target gene is MSYTTYFLAFQLCVTLCFSGSYCQAPFFKEITILKDYFNASTSDVPNGGPLFLEILKNWKEESDKKIIQSQIVSFYFKFFEIFKDNQAIQRSMDVIKQDMFQRFLNGSSGKLNDFEKLIKIPVDNLQIQRKAISELIKVMNDLSPRSNLRKRKRSQTMFQGQRASK. Result: 0 (no interaction). (3) The miRNA is mmu-miR-378a-3p with sequence ACUGGACUUGGAGUCAGAAGG. The protein sequence of the target gene is MDALEEESFALSFSSASDAEFDAVVGCLEDIIMDDEFQLLQRNFMDKYYQEFEDTEENKLTYTPIFNEYISLVEKYIEEQLLERIPGFNMAAFTTTLQHHKDEVAGDIFDMLLTFTDFLAFKEMFLDYRAEKEGRGLDLSSGLVVTSLCKSSSTPASQNNLRH. Result: 0 (no interaction). (4) The protein sequence of the target gene is MALPFQKGLEKYKNIDEDELLGKLSEEELKQLENVLDDLDPESATLPAGFRQKDQTQKAATGPFDREHLLMYLEKEALEQKDREDFVPFTGEKKGRVFIPKEKPVETRKEEKVTLDPELEEALASASDTELYDLAAVLGVHNLLNNPKFDEETTNGEGRKGPVRNVVKGEKAKPVFEEPPNPTNVEASLQQMKANDPSLQEVNLNNIKNIPIPTLKEFAKSLETNTHVKKFSLAATRSNDPVALAFAEMLKVNKTLKSLNVESNFITGTGILALVEALRENDTLTEIKIDNQRQQLGTAV.... The miRNA is mmu-miR-466i-5p with sequence UGUGUGUGUGUGUGUGUGUG. Result: 1 (interaction). (5) The miRNA is mmu-miR-1306-3p with sequence ACGUUGGCUCUGGUGGUGAUG. The protein sequence of the target gene is MADTVLFEFLHTEMVAELWAHDPDPGPGGQKMSLSVLEGMGFRVGQALGERLPRETLAFREELDVLKFLCKDLWVAVFQKQMDSLRTNHQGTYVLQDNSFPLLLPMASGLQYLEEAPKFLAFTCGLLRGALYTLGIESVVTASVAALPVCKFQVVIPKS. Result: 0 (no interaction). (6) The miRNA is hsa-miR-652-3p with sequence AAUGGCGCCACUAGGGUUGUG. The protein sequence of the target gene is MAMSLPGSRRTSAGSRRRTSPPVSVRDAYGTSSLSSSSNSGSYKGSDSSPTPRRSMKYTLCSDNHGIKPPTPEQYLTPLQQKEVCIRHLKARLKDTQDRLQDRDTEIDDLKTQLSRMQEDWIEEECHRVEAQLALKEARKEIKQLKQVIDTVKNNLIDKDKGLQKYFVDINIQNKKLETLLHSMEVAQNGMAKEDGTGESAGGSPARSLTRSSTYTKLSDPAVCGDRQPGDPSSGSAEDGADSGFAAADDTLSRTDALEASSLLSSGVDCGTEETSLHSSFGLGPRFPASNTYEKLLCGM.... Result: 0 (no interaction). (7) The miRNA is hsa-miR-3175 with sequence CGGGGAGAGAACGCAGUGACGU. The protein sequence of the target gene is MTDSKYFTTTKKGEIFELKAELNSDKKEKKKEAVKKVIASMTVGKDVSALFPDVVNCMQTDNLELKKLVYLYLMNYAKSQPDMAIMAVNTFVKDCEDPNPLIRALAVRTMGCIRVDKITEYLCEPLRKCLKDEDPYVRKTAAVCVAKLHDINAQLVEDQGFLDTLKDLISDSNPMVVANAVAALSEIAESHPSSNLLDLNPQSINKLLTALNECTEWGQIFILDCLANYMPKDDREAQSICERVTPRLSHANSAVVLSAVKVLMKFMEMLSKDLDYYGTLLKKLAPPLVTLLSAEPELQY.... Result: 1 (interaction). (8) The miRNA is hsa-miR-642a-3p with sequence AGACACAUUUGGAGAGGGAACC. The protein sequence of the target gene is MRDSTGAGNSLVHKRSPLRRNQKTPTSLTKLSLQDGHKAKKPACKFEEGQDVLARWSDGLFYLGTIKKINILKQSCFIIFEDSSKSWVLWKDIQTGATGSGEMVCTICQEEYSEAPNEMVICDKCGQGYHQLCHTPHIDSSVIDSDEKWLCRQCVFATTTKRGGALKKGPNAKALQVMKQTLPYSVADLEWDAGHKTNVQQCYCYCGGPGDWYLKMLQCCKCKQWFHEACVQCLQKPMLFGDRFYTFICSVCSSGPEYLKRLPLQWVDIAHLCLYNLSVIHKKKYFDSELELMTYINENW.... Result: 1 (interaction). (9) The protein sequence of the target gene is MMQKLLKCSRLVLALALILVLESSVQGYPTRRARYQWVRCNPDSNSANCLEEKGPMFELLPGESNKIPRLRTDLFPKTRIQDLNRIFPLSEDYSGSGFGSGSGSGSGSGSGFLTEMEQDYQLVDESDAFHDNLRSLDRNLPSDSQDLGQHGLEEDFML. Result: 1 (interaction). The miRNA is hsa-miR-4317 with sequence ACAUUGCCAGGGAGUUU. (10) The miRNA is mmu-miR-467e-5p with sequence AUAAGUGUGAGCAUGUAUAUGU. The protein sequence of the target gene is MNRFNGLCKVCSERRYRQITIRRGKDGFGFTICCDSPVRVQAVDSGGPAERAGLQQLDTVLQLNERPVEHWKCVELAHEIRSCPSEIILLVWRVVPQIKPGPDGGVLRRASCKSTHDLLSPPNKREKNCTHGAPVRPEQRHSCHLVCDSSDGLLLGGWERYTEVGKRSGQHTLPALSRTTTPTDPNYIILAPLNPGSQLLRPVYQEDTIPEEPGTTTKGKSYTGLGKKSRLMKTVQTMKGHSNYQDCSALRPHIPHSSYGTYVTLAPKVLVFPVFVQPLDLCNPARTLLLSEELLLYEGR.... Result: 0 (no interaction).